Dataset: Reaction yield outcomes from USPTO patents with 853,638 reactions. Task: Predict the reaction yield, written as a fraction of the theoretical maximum amount of product (1.0 means a 100% yield; for example, 0.34 means a 34% yield). (1) The reactants are [C:1]([NH:4][C:5]1[CH:10]=[CH:9][C:8]([S:11](Cl)(=[O:13])=[O:12])=[CH:7][CH:6]=1)(=[O:3])[CH3:2].[NH2:15][C:16]1[S:20][C:19]([C:21]([O:23][CH2:24][CH3:25])=[O:22])=[N:18][N:17]=1.Cl. The catalyst is N1C=CC=CC=1. The product is [C:1]([NH:4][C:5]1[CH:10]=[CH:9][C:8]([S:11]([NH:15][C:16]2[S:20][C:19]([C:21]([O:23][CH2:24][CH3:25])=[O:22])=[N:18][N:17]=2)(=[O:13])=[O:12])=[CH:7][CH:6]=1)(=[O:3])[CH3:2]. The yield is 0.730. (2) The product is [CH3:11][O:12][C:13]([C@@:15]1([CH2:29][CH:30]([CH3:32])[CH3:31])[CH:19]([CH3:34])[C:18](=[O:20])[N:17]([C:21]2[C:26]([CH3:27])=[CH:25][CH:24]=[CH:23][C:22]=2[CH3:28])[CH2:16]1)=[O:14]. The reactants are [Li+].C[Si]([N-][Si](C)(C)C)(C)C.[CH3:11][O:12][C:13]([C@@:15]1([CH2:29][CH:30]([CH3:32])[CH3:31])[CH2:19][C:18](=[O:20])[N:17]([C:21]2[C:26]([CH3:27])=[CH:25][CH:24]=[CH:23][C:22]=2[CH3:28])[CH2:16]1)=[O:14].I[CH3:34].[NH4+].[Cl-]. The yield is 0.280. The catalyst is C1COCC1. (3) The reactants are [Cl-].O[NH3+:3].[C:4](=[O:7])([O-])[OH:5].[Na+].CS(C)=O.[CH2:13]([C:17]1[N:22]2[N:23]=[CH:24][N:25]=[C:21]2[N:20]([C@H:26]2[CH2:31][CH2:30][C@H:29]([O:32][CH:33]([CH3:38])[C:34]([OH:37])([CH3:36])[CH3:35])[CH2:28][CH2:27]2)[C:19](=[O:39])[C:18]=1[CH2:40][C:41]1[CH:46]=[CH:45][C:44]([C:47]2[C:48]([C:53]#[N:54])=[CH:49][CH:50]=[CH:51][CH:52]=2)=[CH:43][CH:42]=1)[CH2:14][CH2:15][CH3:16]. The catalyst is C(OCC)(=O)C. The product is [CH2:13]([C:17]1[N:22]2[N:23]=[CH:24][N:25]=[C:21]2[N:20]([C@H:26]2[CH2:31][CH2:30][C@H:29]([O:32][CH:33]([CH3:38])[C:34]([OH:37])([CH3:36])[CH3:35])[CH2:28][CH2:27]2)[C:19](=[O:39])[C:18]=1[CH2:40][C:41]1[CH:46]=[CH:45][C:44]([C:47]2[CH:52]=[CH:51][CH:50]=[CH:49][C:48]=2[C:53]2[NH:3][C:4](=[O:7])[O:5][N:54]=2)=[CH:43][CH:42]=1)[CH2:14][CH2:15][CH3:16]. The yield is 0.560. (4) The reactants are [C:1]([O:5][C:6]([N:8]1[CH2:13][CH:12]=[C:11]([C:14]2[CH:19]=[CH:18][C:17]([N+:20]([O-])=O)=[CH:16][N:15]=2)[CH2:10][CH2:9]1)=[O:7])([CH3:4])([CH3:3])[CH3:2]. The catalyst is CO.[Pd]. The product is [C:1]([O:5][C:6]([N:8]1[CH2:9][CH2:10][CH:11]([C:14]2[CH:19]=[CH:18][C:17]([NH2:20])=[CH:16][N:15]=2)[CH2:12][CH2:13]1)=[O:7])([CH3:4])([CH3:2])[CH3:3]. The yield is 1.07. (5) The reactants are [O:1]1[C:5]2[CH:6]=[C:7]([C:10]3([C:13]([OH:15])=[O:14])[CH2:12][CH2:11]3)[CH:8]=[CH:9][C:4]=2[CH:3]=[CH:2]1. The catalyst is CO.O=[Pt]=O. The product is [O:1]1[C:5]2[CH:6]=[C:7]([C:10]3([C:13]([OH:15])=[O:14])[CH2:12][CH2:11]3)[CH:8]=[CH:9][C:4]=2[CH2:3][CH2:2]1. The yield is 0.420. (6) The reactants are [NH:1]1[CH:5]=[CH:4][C:3]([C:6]([O:8][CH3:9])=[O:7])=[CH:2]1.[Br:10]N1C(=O)CCC1=O.O. The catalyst is O1CCCC1.N1C=CC=CC=1. The product is [Br:10][C:5]1[NH:1][CH:2]=[C:3]([C:6]([O:8][CH3:9])=[O:7])[CH:4]=1. The yield is 0.620. (7) The reactants are BrC1C(N2CCN(C(NC3C=CC=CC=3)=O)CC2)=C2N=C(C3C=CC(N(C)C)=CC=3)NC2=NC=1.[Br:35][C:36]1[C:37]([N:46]2[CH2:51][CH2:50][N:49]([CH2:52][C:53]3[CH:54]=[N:55][CH:56]=[CH:57][CH:58]=3)[CH2:48][CH2:47]2)=[C:38]([N+:43]([O-])=O)[C:39]([NH2:42])=[N:40][CH:41]=1.[O-]S(S([O-])=O)=O.[Na+].[Na+].[N:67]1([CH2:72][C:73]2[CH:80]=[CH:79][C:76]([CH:77]=O)=[CH:75][CH:74]=2)[CH:71]=[CH:70][N:69]=[CH:68]1. The catalyst is C(O)C.CN(C=O)C. The product is [N:67]1([CH2:72][C:73]2[CH:80]=[CH:79][C:76]([C:77]3[NH:42][C:39]4=[N:40][CH:41]=[C:36]([Br:35])[C:37]([N:46]5[CH2:51][CH2:50][N:49]([CH2:52][C:53]6[CH:54]=[N:55][CH:56]=[CH:57][CH:58]=6)[CH2:48][CH2:47]5)=[C:38]4[N:43]=3)=[CH:75][CH:74]=2)[CH:71]=[CH:70][N:69]=[CH:68]1. The yield is 0.220.